Predict the reactants needed to synthesize the given product. From a dataset of Full USPTO retrosynthesis dataset with 1.9M reactions from patents (1976-2016). (1) Given the product [O:1]=[C:2]1[CH:11]=[CH:10][C:9]2[C:4](=[N:5][CH:6]=[CH:7][CH:8]=2)[N:3]1[CH2:12][CH2:13][CH2:14][C:15]1([C:21]([O:23][CH2:24][CH3:25])=[O:22])[CH2:16][CH2:17][N:18]([CH2:33][CH2:34][S:35][C:36]2[S:37][CH:38]=[CH:39][CH:40]=2)[CH2:19][CH2:20]1, predict the reactants needed to synthesize it. The reactants are: [O:1]=[C:2]1[CH:11]=[CH:10][C:9]2[C:4](=[N:5][CH:6]=[CH:7][CH:8]=2)[N:3]1[CH2:12][CH2:13][CH2:14][C:15]1([C:21]([O:23][CH2:24][CH3:25])=[O:22])[CH2:20][CH2:19][NH:18][CH2:17][CH2:16]1.C(=O)([O-])[O-].[K+].[K+].Br[CH2:33][CH2:34][S:35][C:36]1[S:37][CH:38]=[CH:39][CH:40]=1.O. (2) Given the product [NH2:17][C:18]1[N:22]([C:23]2[CH:24]=[CH:25][C:26]([N+:29]([O-:31])=[O:30])=[CH:27][CH:28]=2)[N:21]=[CH:20][C:19]=1[N:34]=[N:9][C:6]1[CH:5]=[CH:4][C:3]([S:1]([OH:11])(=[O:10])=[O:2])=[CH:8][CH:7]=1, predict the reactants needed to synthesize it. The reactants are: [S:1]([OH:11])(=[O:10])([C:3]1[CH:8]=[CH:7][C:6]([NH2:9])=[CH:5][CH:4]=1)=[O:2].C([O-])(=O)C.[Na+].[NH2:17][C:18]1[N:22]([C:23]2[CH:28]=[CH:27][C:26]([N+:29]([O-:31])=[O:30])=[CH:25][CH:24]=2)[N:21]=[CH:20][CH:19]=1.C([N:34](CC)CC)C.Cl. (3) Given the product [N+:31]([C:28]1[CH:27]=[CH:26][C:25]([CH2:24][CH:23]2[CH2:22][N:21]([CH2:57][C:58]([OH:60])=[O:59])[CH2:20][CH2:19][N:18]([CH2:57][C:58]([OH:60])=[O:59])[CH2:17][CH2:16][O:15][CH2:14][CH2:13][N:12]2[CH2:57][C:58]([OH:60])=[O:59])=[CH:30][CH:29]=1)([O-:33])=[O:32], predict the reactants needed to synthesize it. The reactants are: CC1C=CC(S(O[N:12]2[CH:23]([CH2:24][C:25]3[CH:30]=[CH:29][C:28]([N+:31]([O-:33])=[O:32])=[CH:27][CH:26]=3)[CH2:22][N:21](OS(C3C=CC(C)=CC=3)(=O)=O)[CH2:20][CH2:19][N:18](OS(C3C=CC(C)=CC=3)(=O)=O)[CH2:17][CH2:16][O:15][CH2:14][CH2:13]2)(=O)=O)=CC=1.Br[CH2:57][C:58]([OH:60])=[O:59]. (4) The reactants are: [C:1]([O:5][C:6]([N:8]1[CH2:12][CH2:11][C@H:10]([NH:13][C:14]2[CH:19]=[CH:18][C:17]([Cl:20])=[C:16]([Cl:21])[CH:15]=2)[CH2:9]1)=[O:7])([CH3:4])([CH3:3])[CH3:2].Br[C:23]1[S:24][CH:25]=[CH:26][N:27]=1.C(P(C(C)(C)C)C(C)(C)C)(C)(C)C.F[B-](F)(F)F.CC(C)([O-])C.[Na+]. Given the product [C:1]([O:5][C:6]([N:8]1[CH2:12][CH2:11][C@H:10]([N:13]([C:14]2[CH:19]=[CH:18][C:17]([Cl:20])=[C:16]([Cl:21])[CH:15]=2)[C:23]2[S:24][CH:25]=[CH:26][N:27]=2)[CH2:9]1)=[O:7])([CH3:4])([CH3:2])[CH3:3], predict the reactants needed to synthesize it. (5) The reactants are: [C:1]([O:5][C:6](=[O:35])[N:7]([CH2:17][CH:18]([OH:34])[CH:19]([NH:29][C:30](=[O:33])[CH2:31][NH2:32])[CH2:20][C:21]1[CH:26]=[C:25]([OH:27])[CH:24]=[C:23]([F:28])[CH:22]=1)[CH2:8][C:9]1[CH:14]=[CH:13][CH:12]=[C:11]([CH2:15][CH3:16])[CH:10]=1)([CH3:4])([CH3:3])[CH3:2].C(N(CC)CC)C.C1COCC1.[Br:48][CH2:49][CH2:50][CH2:51][CH2:52][C:53](Cl)=[O:54]. Given the product [C:1]([O:5][C:6](=[O:35])[N:7]([CH2:17][CH:18]([OH:34])[CH:19]([NH:29][C:30](=[O:33])[CH2:31][NH:32][C:53](=[O:54])[CH2:52][CH2:51][CH2:50][CH2:49][Br:48])[CH2:20][C:21]1[CH:26]=[C:25]([OH:27])[CH:24]=[C:23]([F:28])[CH:22]=1)[CH2:8][C:9]1[CH:14]=[CH:13][CH:12]=[C:11]([CH2:15][CH3:16])[CH:10]=1)([CH3:2])([CH3:3])[CH3:4], predict the reactants needed to synthesize it. (6) Given the product [CH3:34][C:35]([CH3:49])=[CH:36][CH2:37][CH2:38]/[C:39](/[CH3:48])=[CH:40]/[CH2:41][CH2:42]/[C:43](/[CH3:47])=[CH:44]/[CH:45]=[O:46].[CH3:50][C:51]([CH3:65])=[CH:52][CH2:53][CH2:54]/[C:55](/[CH3:64])=[CH:56]/[CH2:57][CH2:58]/[C:59](/[CH3:63])=[CH:60]\[CH:61]=[O:62], predict the reactants needed to synthesize it. The reactants are: OC(CC/C=C(/CCC=C(C)C)\C)(C=C)C.ClC1C=C(Cl)C(O)=C2C=1C=CC=N2.CS(C)=O.[CH3:34][C:35]([CH3:49])=[CH:36][CH2:37][CH2:38]/[C:39](/[CH3:48])=[CH:40]/[CH2:41][CH2:42]/[C:43](/[CH3:47])=[CH:44]/[CH:45]=[O:46].[CH3:50][C:51]([CH3:65])=[CH:52][CH2:53][CH2:54]/[C:55](/[CH3:64])=[CH:56]/[CH2:57][CH2:58]/[C:59](/[CH3:63])=[CH:60]\[CH:61]=[O:62]. (7) Given the product [N:21]1([C:16](=[O:18])[CH2:15][C:12]2[CH:13]=[CH:14][C:9]([O:8][CH2:1][C:2]3[CH:3]=[CH:4][CH:5]=[CH:6][CH:7]=3)=[CH:10][C:11]=2[C:19]#[N:20])[CH2:24][CH2:23][CH2:22]1, predict the reactants needed to synthesize it. The reactants are: [CH2:1]([O:8][C:9]1[CH:14]=[CH:13][C:12]([CH2:15][C:16]([OH:18])=O)=[C:11]([C:19]#[N:20])[CH:10]=1)[C:2]1[CH:7]=[CH:6][CH:5]=[CH:4][CH:3]=1.[NH:21]1[CH2:24][CH2:23][CH2:22]1.CCN(C(C)C)C(C)C.CN(C(ON1N=NC2C=CC=NC1=2)=[N+](C)C)C.F[P-](F)(F)(F)(F)F. (8) Given the product [OH:13][CH2:12][CH2:11][NH:10][C:2]1[CH:9]=[CH:8][C:5]([C:6]#[N:7])=[CH:4][CH:3]=1, predict the reactants needed to synthesize it. The reactants are: F[C:2]1[CH:9]=[CH:8][C:5]([C:6]#[N:7])=[CH:4][CH:3]=1.[NH2:10][CH2:11][CH2:12][OH:13].C(=O)([O-])[O-].[K+].[K+].CS(C)=O.